This data is from Catalyst prediction with 721,799 reactions and 888 catalyst types from USPTO. The task is: Predict which catalyst facilitates the given reaction. (1) Reactant: [CH:1]1[C:13]2[CH:12]([CH2:14][O:15][C:16](=[O:33])[NH:17][CH2:18][C:19]3[CH:24]=[CH:23][CH:22]=[CH:21][C:20]=3[C:25]3[CH:30]=[CH:29][C:28](C=O)=[CH:27][CH:26]=3)[C:11]3[C:6](=[CH:7][CH:8]=[CH:9][CH:10]=3)[C:5]=2[CH:4]=[CH:3][CH:2]=1.O.C1(C)C=CC(S(O)(=O)=O)=CC=1.[CH:46]([O:51][CH3:52])([O:49][CH3:50])OC. Product: [CH:10]1[C:11]2[CH:12]([CH2:14][O:15][C:16](=[O:33])[NH:17][CH2:18][C:19]3[CH:24]=[CH:23][CH:22]=[CH:21][C:20]=3[C:25]3[CH:26]=[CH:27][C:28]([CH:46]([O:49][CH3:50])[O:51][CH3:52])=[CH:29][CH:30]=3)[C:13]3[C:5](=[CH:4][CH:3]=[CH:2][CH:1]=3)[C:6]=2[CH:7]=[CH:8][CH:9]=1. The catalyst class is: 5. (2) Reactant: Cl.[CH2:2]1[C:7]2([CH2:12][CH2:11][CH:10]([CH2:13][C:14]([O:16][CH3:17])=[O:15])[CH2:9][CH2:8]2)[CH2:6][CH2:5][NH:4][CH2:3]1.CCN(C(C)C)C(C)C.Cl[C:28]([O:30][CH:31]1[CH:38]2[CH2:39][CH:34]3[CH2:35][CH:36]([CH2:40][CH:32]1[CH2:33]3)[CH2:37]2)=[O:29].Cl. Product: [CH3:17][O:16][C:14](=[O:15])[CH2:13][CH:10]1[CH2:11][CH2:12][C:7]2([CH2:2][CH2:3][N:4]([C:28]([O:30][CH:31]3[CH:32]4[CH2:40][CH:36]5[CH2:35][CH:34]([CH2:39][CH:38]3[CH2:37]5)[CH2:33]4)=[O:29])[CH2:5][CH2:6]2)[CH2:8][CH2:9]1. The catalyst class is: 2. (3) Reactant: CCOC(/N=N/C(OCC)=O)=O.[CH2:13]([O:15][C:16]([C:18]1[NH:19][C:20]2[C:25]([CH:26]=1)=[C:24]([OH:27])[CH:23]=[CH:22][CH:21]=2)=[O:17])[CH3:14].C1(P(C2C=CC=CC=2)C2C=CC=CC=2)C=CC=CC=1.[O:47]1[CH:51]=[CH:50][CH:49]=[C:48]1[CH2:52]O. Product: [CH2:13]([O:15][C:16]([C:18]1[NH:19][C:20]2[C:25]([CH:26]=1)=[C:24]([O:27][CH2:52][C:48]1[O:47][CH:51]=[CH:50][CH:49]=1)[CH:23]=[CH:22][CH:21]=2)=[O:17])[CH3:14]. The catalyst class is: 1. (4) Reactant: N12CCCN=C1CCCCC2.[F:12][C:13]([F:27])([F:26])[C:14]1[CH:19]=[CH:18][N:17]=[C:16]([C:20]2[NH:21][O:22][C:23](=[O:25])[N:24]=2)[CH:15]=1.[CH:28]([N:31]([CH:35]([CH3:37])[CH3:36])[C:32](Cl)=[O:33])([CH3:30])[CH3:29]. Product: [F:27][C:13]([F:12])([F:26])[C:14]1[CH:19]=[CH:18][N:17]=[C:16]([C:20]2[N:24]([C:32]([N:31]([CH:35]([CH3:37])[CH3:36])[CH:28]([CH3:30])[CH3:29])=[O:33])[C:23](=[O:25])[O:22][N:21]=2)[CH:15]=1. The catalyst class is: 17. (5) Reactant: [Cl:1][C:2]1[CH:11]=[CH:10][C:5]([C:6]([O:8]C)=[O:7])=[CH:4][C:3]=1[CH2:12][N:13]1[CH:17]=[CH:16][C:15]([NH:18][C:19]([C:21]2[C:26]([F:27])=[CH:25][CH:24]=[CH:23][C:22]=2[F:28])=[O:20])=[N:14]1.[OH-].[Na+]. Product: [Cl:1][C:2]1[CH:11]=[CH:10][C:5]([C:6]([OH:8])=[O:7])=[CH:4][C:3]=1[CH2:12][N:13]1[CH:17]=[CH:16][C:15]([NH:18][C:19]([C:21]2[C:26]([F:27])=[CH:25][CH:24]=[CH:23][C:22]=2[F:28])=[O:20])=[N:14]1. The catalyst class is: 5. (6) Reactant: [OH-].[Li+].[O:3]=[S:4]1(=[O:41])[C:10]2[CH:11]=[C:12]([O:16][CH:17]([C:23]3[CH:28]=[CH:27][CH:26]=[CH:25][CH:24]=3)[C:18]([O:20]CC)=[O:19])[C:13]([Br:15])=[CH:14][C:9]=2[N:8]([C:29]2[CH:34]=[CH:33][CH:32]=[CH:31][CH:30]=2)[CH2:7][C:6]([CH2:37][CH2:38][CH2:39][CH3:40])([CH2:35][CH3:36])[CH2:5]1. Product: [O:41]=[S:4]1(=[O:3])[C:10]2[CH:11]=[C:12]([O:16][CH:17]([C:23]3[CH:28]=[CH:27][CH:26]=[CH:25][CH:24]=3)[C:18]([OH:20])=[O:19])[C:13]([Br:15])=[CH:14][C:9]=2[N:8]([C:29]2[CH:34]=[CH:33][CH:32]=[CH:31][CH:30]=2)[CH2:7][C:6]([CH2:37][CH2:38][CH2:39][CH3:40])([CH2:35][CH3:36])[CH2:5]1. The catalyst class is: 20. (7) Reactant: [CH3:1][O:2][C:3]([C@@H:5]1[CH2:9][C@@H:8]([OH:10])[CH2:7][N:6]1[C:11]([O:13][C:14]([CH3:17])([CH3:16])[CH3:15])=[O:12])=[O:4].[Cl:18][C:19]1[CH:24]=[CH:23][C:22](O)=[CH:21][CH:20]=1.C1(P(C2C=CC=CC=2)C2C=CC=CC=2)C=CC=CC=1.CC(OC(/N=N/C(OC(C)C)=O)=O)C. Product: [CH3:1][O:2][C:3]([C@@H:5]1[CH2:9][C@H:8]([O:10][C:22]2[CH:23]=[CH:24][C:19]([Cl:18])=[CH:20][CH:21]=2)[CH2:7][N:6]1[C:11]([O:13][C:14]([CH3:17])([CH3:16])[CH3:15])=[O:12])=[O:4]. The catalyst class is: 1.